This data is from Reaction yield outcomes from USPTO patents with 853,638 reactions. The task is: Predict the reaction yield, written as a fraction of the theoretical maximum amount of product (1.0 means a 100% yield; for example, 0.34 means a 34% yield). (1) The reactants are [NH2:1][CH:2]1[CH2:7][CH2:6][N:5]([CH2:8][CH2:9][N:10]2[C:19]3[C:14](=[CH:15][CH:16]=[C:17]([O:20][CH3:21])[CH:18]=3)[N:13]=[CH:12][C:11]2=[O:22])[CH2:4][CH:3]1[OH:23].[O:24]=[C:25]1[CH2:30][O:29][C:28]2[CH:31]=[CH:32][C:33]([CH:35]=O)=[N:34][C:27]=2[NH:26]1.C(O[BH-](OC(=O)C)OC(=O)C)(=O)C.[Na+]. No catalyst specified. The product is [OH:23][CH:3]1[CH:2]([NH:1][CH2:35][C:33]2[CH:32]=[CH:31][C:28]3[O:29][CH2:30][C:25](=[O:24])[NH:26][C:27]=3[N:34]=2)[CH2:7][CH2:6][N:5]([CH2:8][CH2:9][N:10]2[C:19]3[C:14](=[CH:15][CH:16]=[C:17]([O:20][CH3:21])[CH:18]=3)[N:13]=[CH:12][C:11]2=[O:22])[CH2:4]1. The yield is 0.840. (2) The product is [NH2:22][C:3]1[C:2]([Cl:1])=[C:10]([NH:11][S:12]([CH2:15][CH2:16][CH2:17][F:18])(=[O:14])=[O:13])[CH:9]=[CH:8][C:7]=1[Cl:19]. The yield is 0.500. The catalyst is O1CCOCC1. The reactants are [Cl:1][C:2]1[C:10]([NH:11][S:12]([CH2:15][CH2:16][CH2:17][F:18])(=[O:14])=[O:13])=[CH:9][CH:8]=[C:7]([Cl:19])[C:3]=1C(O)=O.C([N:22](CC)CC)C.C1C=CC(OP(OC2C=CC=CC=2)(N=[N+]=[N-])=O)=CC=1.O. (3) The reactants are [CH:1]1[C:6]2=[C:7]3[C:15](=[CH:16][CH:17]=[C:5]2[CH:4]=[CH:3][CH:2]=1)[C:14]1[C:9](=[CH:10][CH:11]=[CH:12][CH:13]=1)[NH:8]3.[Al+3].[Cl-].[Cl-].[Cl-].[F:22][C:23]1[CH:31]=[CH:30][C:26]([C:27](Cl)=[O:28])=[CH:25][CH:24]=1. The catalyst is C(Cl)Cl. The product is [CH2:17]([CH:5]([CH2:4][CH2:3][CH2:2][CH3:1])[CH2:6][N:8]1[C:7]2[C:15](=[CH:16][C:17]([C:27]([C:26]3[CH:30]=[CH:31][C:23]([F:22])=[CH:24][CH:25]=3)=[O:28])=[C:5]3[CH:4]=[CH:3][CH:2]=[CH:1][C:6]3=2)[C:14]2[C:9]1=[CH:10][CH:11]=[CH:12][CH:13]=2)[CH3:16]. The yield is 0.440. (4) The reactants are I[CH2:2][CH:3]([CH2:14][CH2:15][CH2:16][CH2:17][CH2:18][CH2:19][CH2:20][CH3:21])[CH2:4][CH2:5][CH2:6][CH2:7][CH2:8][CH2:9][CH2:10][CH2:11][CH2:12][CH3:13].C1(=O)[NH:26]C(=O)C2=CC=CC=C12.[K].CCCCC.O.NN. The catalyst is CN(C=O)C.C(O)C. The product is [CH2:14]([CH:3]([CH2:4][CH2:5][CH2:6][CH2:7][CH2:8][CH2:9][CH2:10][CH2:11][CH2:12][CH3:13])[CH2:2][NH2:26])[CH2:15][CH2:16][CH2:17][CH2:18][CH2:19][CH2:20][CH3:21]. The yield is 0.720.